This data is from Reaction yield outcomes from USPTO patents with 853,638 reactions. The task is: Predict the reaction yield, written as a fraction of the theoretical maximum amount of product (1.0 means a 100% yield; for example, 0.34 means a 34% yield). The reactants are [Br:1][C:2]1[CH:3]=[C:4]([NH:9][CH:10]2[CH2:15][CH2:14][N:13]([C@H:16]3[CH2:21][CH2:20][C@H:19]([O:22][CH2:23][CH2:24][CH3:25])[CH2:18][CH2:17]3)[CH2:12][CH2:11]2)[C:5]([NH2:8])=[CH:6][CH:7]=1.C(N(C(C)C)CC)(C)C.[Cl:35][C:36](Cl)([O:38]C(=O)OC(Cl)(Cl)Cl)Cl. The catalyst is ClCCl. The product is [ClH:35].[Br:1][C:2]1[CH:7]=[CH:6][C:5]2[NH:8][C:36](=[O:38])[N:9]([CH:10]3[CH2:15][CH2:14][N:13]([C@H:16]4[CH2:21][CH2:20][C@H:19]([O:22][CH2:23][CH2:24][CH3:25])[CH2:18][CH2:17]4)[CH2:12][CH2:11]3)[C:4]=2[CH:3]=1. The yield is 0.650.